This data is from Reaction yield outcomes from USPTO patents with 853,638 reactions. The task is: Predict the reaction yield, written as a fraction of the theoretical maximum amount of product (1.0 means a 100% yield; for example, 0.34 means a 34% yield). (1) The reactants are C(O[BH-](OC(=O)C)OC(=O)C)(=O)C.[Na+].[CH:15]([C:17]1[CH:22]=[CH:21][C:20]([C:23]#[C:24][C:25]2[CH:50]=[CH:49][C:28]([C:29]([N:31]([CH3:48])[C@:32]([CH3:47])([C:37]([NH:39][O:40][CH:41]3[CH2:46][CH2:45][CH2:44][CH2:43][O:42]3)=[O:38])[C:33]([NH:35][CH3:36])=[O:34])=[O:30])=[CH:27][CH:26]=2)=[CH:19][CH:18]=1)=O.Cl.[F:52][CH2:53][CH2:54][O:55][CH:56]1[CH2:59][NH:58][CH2:57]1.C(=O)([O-])O.[Na+]. The catalyst is CN1C(=O)CCC1.C(OCC)(=O)C.O. The product is [F:52][CH2:53][CH2:54][O:55][CH:56]1[CH2:59][N:58]([CH2:15][C:17]2[CH:18]=[CH:19][C:20]([C:23]#[C:24][C:25]3[CH:26]=[CH:27][C:28]([C:29]([N:31]([CH3:48])[C@:32]([CH3:47])([C:37]([NH:39][O:40][CH:41]4[CH2:46][CH2:45][CH2:44][CH2:43][O:42]4)=[O:38])[C:33]([NH:35][CH3:36])=[O:34])=[O:30])=[CH:49][CH:50]=3)=[CH:21][CH:22]=2)[CH2:57]1. The yield is 0.810. (2) The reactants are [NH:1]1[C:9]2[C:4](=[CH:5][C:6]([CH:10]=[O:11])=[CH:7][CH:8]=2)[CH:3]=[N:2]1.[Br:12]N1C(=O)CCC1=O. The catalyst is C(#N)C. The product is [Br:12][C:3]1[C:4]2[C:9](=[CH:8][CH:7]=[C:6]([CH:10]=[O:11])[CH:5]=2)[NH:1][N:2]=1. The yield is 0.750. (3) The reactants are [O:1]=[C:2]1[CH:7]=[C:6]([C:8]([O:10][CH3:11])=[O:9])[CH:5]=[CH:4][NH:3]1.C([O-])([O-])=O.[Cs+].[Cs+].[Li+].[Cl-].[Br:20][CH2:21][CH2:22][CH2:23][CH2:24]Br. The catalyst is CN(C=O)C. The product is [Br:20][CH2:21][CH2:22][CH2:23][CH2:24][N:3]1[CH:4]=[CH:5][C:6]([C:8]([O:10][CH3:11])=[O:9])=[CH:7][C:2]1=[O:1]. The yield is 0.530. (4) The reactants are C([N:5]1[CH2:9][CH2:8][N:7]([C:10]2[CH:15]=[CH:14][C:13]([N:16]3[CH:21]=[C:20]([O:22][CH3:23])[C:19](=[O:24])[C:18]([C:25]4[N:29]([C:30]5[CH:35]=[CH:34][CH:33]=[CH:32][CH:31]=5)[N:28]=[CH:27][CH:26]=4)=[N:17]3)=[C:12]([F:36])[CH:11]=2)[C:6]1=[O:37])(C)(C)C. The yield is 0.750. The catalyst is FC(F)(F)C(O)=O. The product is [F:36][C:12]1[CH:11]=[C:10]([N:7]2[CH2:8][CH2:9][NH:5][C:6]2=[O:37])[CH:15]=[CH:14][C:13]=1[N:16]1[CH:21]=[C:20]([O:22][CH3:23])[C:19](=[O:24])[C:18]([C:25]2[N:29]([C:30]3[CH:31]=[CH:32][CH:33]=[CH:34][CH:35]=3)[N:28]=[CH:27][CH:26]=2)=[N:17]1. (5) The reactants are [NH2:1][CH:2]1[CH2:5][N:4]([C:6]([O:8][C:9]([CH3:12])([CH3:11])[CH3:10])=[O:7])[CH2:3]1.Br[CH2:14][C:15]([O:17][CH2:18][CH3:19])=[O:16].C(=O)([O-])[O-].[K+].[K+]. The catalyst is CC#N. The product is [CH2:18]([O:17][C:15](=[O:16])[CH2:14][NH:1][CH:2]1[CH2:3][N:4]([C:6]([O:8][C:9]([CH3:12])([CH3:11])[CH3:10])=[O:7])[CH2:5]1)[CH3:19]. The yield is 0.810. (6) The reactants are [O:1]1[C:5]2[CH:6]=[CH:7][C:8]([OH:10])=[CH:9][C:4]=2[CH2:3][CH2:2]1.Br[CH2:12][C:13]#[CH:14].C([O-])([O-])=O.[K+].[K+]. The yield is 0.860. The catalyst is CC(C)=O. The product is [CH2:14]([O:10][C:8]1[CH:7]=[CH:6][C:5]2[O:1][CH2:2][CH2:3][C:4]=2[CH:9]=1)[C:13]#[CH:12]. (7) The reactants are [Cl:1][C:2]1[CH:3]=[C:4]([C:9]2[CH:17]=[CH:16][CH:15]=[C:14]3[C:10]=2[CH2:11][C:12](=[O:18])[NH:13]3)[CH:5]=[CH:6][C:7]=1[F:8].[N:19]1([CH2:24][CH2:25][CH2:26][NH:27][C:28]([C:30]2[CH:34]=[C:33]([CH3:35])[NH:32][C:31]=2[CH:36]=O)=[O:29])[CH2:23][CH2:22][CH2:21][CH2:20]1. The catalyst is C(O)C.N1CCCCC1. The product is [N:19]1([CH2:24][CH2:25][CH2:26][NH:27][C:28]([C:30]2[CH:34]=[C:33]([CH3:35])[NH:32][C:31]=2[CH:36]=[C:11]2[C:10]3[C:14](=[CH:15][CH:16]=[CH:17][C:9]=3[C:4]3[CH:5]=[CH:6][C:7]([F:8])=[C:2]([Cl:1])[CH:3]=3)[NH:13][C:12]2=[O:18])=[O:29])[CH2:23][CH2:22][CH2:21][CH2:20]1. The yield is 0.810. (8) The reactants are [Cl:1][C:2]1[CH:3]=[C:4]([C:10]2[CH:11]=[C:12]([CH2:21]OS(C)(=O)=O)[C:13](=[O:20])[N:14]([CH2:16][CH:17]([CH3:19])[CH3:18])[N:15]=2)[CH:5]=[CH:6][C:7]=1[O:8][CH3:9].[N:27]1([C:33]([O:35][C:36]([CH3:39])([CH3:38])[CH3:37])=[O:34])[CH2:32][CH2:31][NH:30][CH2:29][CH2:28]1. No catalyst specified. The product is [C:36]([O:35][C:33]([N:27]1[CH2:32][CH2:31][N:30]([CH2:21][C:12]2[C:13](=[O:20])[N:14]([CH2:16][CH:17]([CH3:18])[CH3:19])[N:15]=[C:10]([C:4]3[CH:5]=[CH:6][C:7]([O:8][CH3:9])=[C:2]([Cl:1])[CH:3]=3)[CH:11]=2)[CH2:29][CH2:28]1)=[O:34])([CH3:39])([CH3:37])[CH3:38]. The yield is 0.890. (9) The reactants are [Cl:1][C:2]1[CH:40]=[CH:39][C:5]2[N:6]([CH:23]3[CH2:27][CH2:26][N:25]([C:28](=[O:38])[CH2:29][NH:30]C(=O)OC(C)(C)C)[CH2:24]3)[C:7]([CH2:9][N:10]3[C:14]4=[CH:15][N:16]=[CH:17][CH:18]=[C:13]4[C:12]([S:19]([CH3:22])(=[O:21])=[O:20])=[N:11]3)=[N:8][C:4]=2[CH:3]=1.C(O)(C(F)(F)F)=O. The catalyst is C(Cl)Cl. The product is [NH2:30][CH2:29][C:28]([N:25]1[CH2:26][CH2:27][CH:23]([N:6]2[C:5]3[CH:39]=[CH:40][C:2]([Cl:1])=[CH:3][C:4]=3[N:8]=[C:7]2[CH2:9][N:10]2[C:14]3=[CH:15][N:16]=[CH:17][CH:18]=[C:13]3[C:12]([S:19]([CH3:22])(=[O:20])=[O:21])=[N:11]2)[CH2:24]1)=[O:38]. The yield is 0.420.